From a dataset of In vitro SARS-CoV-2 activity screen of 1,480 approved drugs from Prestwick library. Binary Classification. Given a drug SMILES string, predict its activity (active/inactive) in a high-throughput screening assay against a specified biological target. (1) The drug is Cl.Clc1ccc(Cn2c(CN3CCCC3)nc3ccccc32)cc1. The result is 1 (active). (2) The compound is N#Cc1ccc(C(c2ccc(C#N)cc2)n2cncn2)cc1. The result is 0 (inactive). (3) The compound is Cc1ccc(S(=O)(=O)[N-]Cl)cc1.[Na+]. The result is 0 (inactive). (4) The result is 0 (inactive). The molecule is CC1(C)O[C@@H]2C[C@H]3[C@@H]4CCC5=CC(=O)CC[C@]5(C)[C@@]4(F)[C@@H](O)C[C@]3(C)[C@]2(C(=O)CCl)O1. (5) The drug is CC(=O)OCC(CCn1cnc2cnc(N)nc21)COC(C)=O. The result is 0 (inactive). (6) The compound is O=C(CCCN1CCN(c2ccccn2)CC1)c1ccc(F)cc1. The result is 0 (inactive).